Dataset: Reaction yield outcomes from USPTO patents with 853,638 reactions. Task: Predict the reaction yield, written as a fraction of the theoretical maximum amount of product (1.0 means a 100% yield; for example, 0.34 means a 34% yield). The reactants are [Li]CCCC.[F:6][C:7]1[CH:16]=[CH:15][C:10]2[S:11][CH:12]=[C:13]([CH3:14])[C:9]=2[CH:8]=1.[Cl:17][CH2:18][CH2:19][CH2:20]I.[NH4+].[Cl-]. The catalyst is C1COCC1.[Cu]I. The product is [Cl:17][CH2:18][CH2:19][CH2:20][C:12]1[S:11][C:10]2[CH:15]=[CH:16][C:7]([F:6])=[CH:8][C:9]=2[C:13]=1[CH3:14]. The yield is 0.370.